This data is from Reaction yield outcomes from USPTO patents with 853,638 reactions. The task is: Predict the reaction yield, written as a fraction of the theoretical maximum amount of product (1.0 means a 100% yield; for example, 0.34 means a 34% yield). (1) The reactants are [NH2:1][CH2:2][C:3]1[CH:4]=[C:5]2[C:9](=[CH:10][CH:11]=1)[C:8](=[O:12])[N:7]([CH:13]1[CH2:18][CH2:17][C:16](=[O:19])[NH:15][C:14]1=[O:20])[CH2:6]2.[Cl:21][C:22]1[CH:27]=[CH:26][C:25]([N:28]=[C:29]=[O:30])=[C:24]([CH3:31])[CH:23]=1.Cl. The product is [Cl:21][C:22]1[CH:27]=[CH:26][C:25]([NH:28][C:29]([NH:1][CH2:2][C:3]2[CH:4]=[C:5]3[C:9](=[CH:10][CH:11]=2)[C:8](=[O:12])[N:7]([CH:13]2[CH2:18][CH2:17][C:16](=[O:19])[NH:15][C:14]2=[O:20])[CH2:6]3)=[O:30])=[C:24]([CH3:31])[CH:23]=1. The yield is 0.900. The catalyst is C(#N)C. (2) The reactants are [CH3:1][C:2]1[N:3]([CH2:21][C:22]2[CH:23]=[C:24]([CH:28]=[CH:29][CH:30]=2)[C:25](O)=[O:26])[C:4]2[C:9]([CH:10]=1)=[CH:8][C:7]([C:11]([OH:20])([C:16]([F:19])([F:18])[F:17])[C:12]([F:15])([F:14])[F:13])=[CH:6][CH:5]=2.Cl.[CH3:32][NH:33][CH3:34].CN1CCOCC1.C1C=CC2N(O)N=NC=2C=1.CCN=C=NCCCN(C)C.Cl. The catalyst is C1COCC1. The product is [CH3:32][N:33]([CH3:34])[C:25](=[O:26])[C:24]1[CH:28]=[CH:29][CH:30]=[C:22]([CH2:21][N:3]2[C:4]3[C:9](=[CH:8][C:7]([C:11]([OH:20])([C:16]([F:19])([F:18])[F:17])[C:12]([F:13])([F:14])[F:15])=[CH:6][CH:5]=3)[CH:10]=[C:2]2[CH3:1])[CH:23]=1. The yield is 0.600. (3) The reactants are [CH2:1]([O:8][NH:9][CH2:10][C:11]1[C:16]([O:17][CH3:18])=[CH:15][C:14]([O:19][CH3:20])=[CH:13][C:12]=1[O:21][CH3:22])[C:2]1[CH:7]=[CH:6][CH:5]=[CH:4][CH:3]=1.C(N(CC)CC)C.C([CH:32]([C:36](Cl)=[O:37])[C:33](Cl)=[O:34])C.[OH-:39].[Na+]. The catalyst is ClCCl. The product is [CH2:1]([O:8][N:9]([CH2:10][C:11]1[C:16]([O:17][CH3:18])=[CH:15][C:14]([O:19][CH3:20])=[CH:13][C:12]=1[O:21][CH3:22])[C:36](=[O:37])[CH2:32][C:33]([OH:34])=[O:39])[C:2]1[CH:3]=[CH:4][CH:5]=[CH:6][CH:7]=1. The yield is 0.630. (4) The reactants are [F:1][C:2]1[CH:22]=[CH:21][C:5]([CH2:6][N:7]2[C:15]3[C:10](=[C:11]4[CH2:19][CH2:18][O:17][C:16](=[O:20])[C:12]4=[N:13][CH:14]=3)[CH:9]=[CH:8]2)=[CH:4][CH:3]=1.[NH2:23][O:24][CH2:25][O:26][CH2:27][CH2:28][Si:29]([CH3:32])([CH3:31])[CH3:30].[Li+].C[Si]([N-][Si](C)(C)C)(C)C. The catalyst is C1COCC1. The product is [F:1][C:2]1[CH:3]=[CH:4][C:5]([CH2:6][N:7]2[C:15]3=[CH:14][N:13]=[C:12]([C:16]([NH:23][O:24][CH2:25][O:26][CH2:27][CH2:28][Si:29]([CH3:32])([CH3:31])[CH3:30])=[O:20])[C:11]([CH2:19][CH2:18][OH:17])=[C:10]3[CH:9]=[CH:8]2)=[CH:21][CH:22]=1. The yield is 0.590. (5) The reactants are Cl[C:2]1[C:3]2[CH2:17][CH2:16][CH2:15][C:4]=2[N:5]=[C:6]([C:8]2[CH:13]=[CH:12][CH:11]=[C:10]([Cl:14])[CH:9]=2)[N:7]=1.[NH2:18][C:19]1[CH:24]=[CH:23][C:22]([CH2:25][C@@H:26]([OH:28])[CH3:27])=[CH:21][CH:20]=1. No catalyst specified. The product is [Cl:14][C:10]1[CH:9]=[C:8]([C:6]2[N:7]=[C:2]([NH:18][C:19]3[CH:20]=[CH:21][C:22]([CH2:25][C@@H:26]([OH:28])[CH3:27])=[CH:23][CH:24]=3)[C:3]3[CH2:17][CH2:16][CH2:15][C:4]=3[N:5]=2)[CH:13]=[CH:12][CH:11]=1. The yield is 0.800. (6) The reactants are [OH:1][C:2]([C:4](F)(F)F)=O.O[C:9](C(F)(F)F)=O.[OH:15][C:16]1[CH:17]=[CH:18][C:19]2[C:20]3[N:21]([CH2:37][CH2:38][N:39]=3)[C:22]([NH:28][C:29](=[O:36])[C:30]3[CH:35]=[CH:34][CH:33]=[N:32][CH:31]=3)=[N:23][C:24]=2[C:25]=1[O:26][CH3:27].[C:40](=[O:43])([O-])[O-].[Cs+].[Cs+].[CH3:46][N:47]([CH:49]=O)[CH3:48]. No catalyst specified. The product is [OH:1][C@H:2]([CH2:49][N:47]1[CH2:46][CH2:40][O:43][CH2:9][CH2:48]1)[CH2:4][O:15][C:16]1[CH:17]=[CH:18][C:19]2[C:20]3[N:21]([CH2:37][CH2:38][N:39]=3)[C:22]([NH:28][C:29]([C:30]3[CH:31]=[N:32][CH:33]=[CH:34][CH:35]=3)=[O:36])=[N:23][C:24]=2[C:25]=1[O:26][CH3:27]. The yield is 0.820. (7) The reactants are [NH:1]1[CH:5]=[C:4]([C:6]2[CH:11]=[C:10]([C:12]([O:14]C)=[O:13])[CH:9]=[CH:8][N:7]=2)[N:3]=[CH:2]1.[F:16][C:17]1[CH:25]=[CH:24][C:20]([CH2:21][CH2:22]Br)=[CH:19][CH:18]=1.[OH-].[Na+]. The catalyst is CO. The product is [F:16][C:17]1[CH:25]=[CH:24][C:20]([CH2:21][CH2:22][N:1]2[CH:5]=[C:4]([C:6]3[CH:11]=[C:10]([C:12]([OH:14])=[O:13])[CH:9]=[CH:8][N:7]=3)[N:3]=[CH:2]2)=[CH:19][CH:18]=1. The yield is 0.480.